Dataset: Forward reaction prediction with 1.9M reactions from USPTO patents (1976-2016). Task: Predict the product of the given reaction. Given the reactants [NH2:1][C:2]1[CH:7]=[CH:6][C:5]([Br:8])=[CH:4][N:3]=1.Cl[CH2:10][C:11]([CH2:13][C:14](=O)[CH3:15])=[O:12], predict the reaction product. The product is: [Br:8][C:5]1[CH:6]=[CH:7][C:2]2[N:3]([C:13]([C:11](=[O:12])[CH3:10])=[C:14]([CH3:15])[N:1]=2)[CH:4]=1.